The task is: Predict the reactants needed to synthesize the given product.. This data is from Full USPTO retrosynthesis dataset with 1.9M reactions from patents (1976-2016). (1) The reactants are: [CH:1]1([CH2:4][N:5]2[CH2:10][CH2:9][C:8]([CH2:18][N:19]([CH3:31])[C:20]([NH:22][C:23]3[CH:28]=[C:27]([Cl:29])[CH:26]=[C:25]([Cl:30])[CH:24]=3)=[O:21])([C:11]3[CH:16]=[CH:15][C:14](I)=[CH:13][CH:12]=3)[CH2:7][CH2:6]2)[CH2:3][CH2:2]1.[C:32]([C:34]1[CH:35]=[C:36](B(O)O)[CH:37]=[CH:38][CH:39]=1)#[N:33].C([O-])([O-])=O.[Na+].[Na+].CCO. Given the product [C:32]([C:34]1[CH:39]=[C:38]([C:14]2[CH:15]=[CH:16][C:11]([C:8]3([CH2:18][N:19]([CH3:31])[C:20]([NH:22][C:23]4[CH:28]=[C:27]([Cl:29])[CH:26]=[C:25]([Cl:30])[CH:24]=4)=[O:21])[CH2:9][CH2:10][N:5]([CH2:4][CH:1]4[CH2:3][CH2:2]4)[CH2:6][CH2:7]3)=[CH:12][CH:13]=2)[CH:37]=[CH:36][CH:35]=1)#[N:33], predict the reactants needed to synthesize it. (2) Given the product [Br:1][C:2]1[CH:3]=[CH:4][C:5]2[O:10][C:12]([C:13]([OH:15])=[O:14])=[CH:7][C:6]=2[CH:9]=1, predict the reactants needed to synthesize it. The reactants are: [Br:1][C:2]1[CH:9]=[C:6]([CH:7]=O)[C:5]([OH:10])=[CH:4][CH:3]=1.Br[CH:12](C(OCC)=O)[C:13]([O:15]CC)=[O:14].CC(=O)CC.[OH-].[K+].CCO. (3) Given the product [OH:1][C:2]1[C:11]2[C:6](=[CH:7][CH:8]=[CH:9][CH:10]=2)[C:5]([NH:12][S:13]([C:16]2[S:17][CH:18]=[CH:19][CH:20]=2)(=[O:15])=[O:14])=[CH:4][C:3]=1[S:21][CH2:22][CH2:38][OH:39], predict the reactants needed to synthesize it. The reactants are: [OH:1][C:2]1[C:11]2[C:6](=[CH:7][CH:8]=[CH:9][CH:10]=2)[C:5]([NH:12][S:13]([C:16]2[S:17][CH:18]=[CH:19][CH:20]=2)(=[O:15])=[O:14])=[CH:4][C:3]=1[S:21][C:22]1N(C)N=NN=1.ClC1[C:38](=[O:39])C2C(=CC=CC=2)C(=O)C=1NC1C=CC(S(NC2C=C(C)C=CC=2)(=O)=O)=C(OC)C=1. (4) Given the product [C:3]1([N:1]2[CH2:15][CH2:12][C:10](=[O:13])[O:2]2)[CH:8]=[CH:7][CH:6]=[CH:5][CH:4]=1, predict the reactants needed to synthesize it. The reactants are: [N:1]([C:3]1[CH:8]=[CH:7][CH:6]=[CH:5][CH:4]=1)=[O:2].C[C:10]([O-:13])([CH3:12])C.[K+].[CH2:15](Cl)Cl. (5) Given the product [C:1]([C:3]1[CH:4]=[C:5]2[C:9](=[CH:10][CH:11]=1)[N:8]([S:12]([C:15]1[CH:20]=[CH:19][C:18]([O:21][CH3:22])=[CH:17][C:16]=1[O:23][CH3:24])(=[O:13])=[O:14])[C:7](=[O:25])[C:6]2([NH:35][C:36]([N:45]1[CH2:50][CH2:49][CH:48]([N:51]2[CH2:52][CH2:53][N:54]([C:57]([O:59][C:60]([CH3:63])([CH3:62])[CH3:61])=[O:58])[CH2:55][CH2:56]2)[CH2:47][CH2:46]1)=[O:37])[C:26]1[C:27]([O:32][CH2:33][CH3:34])=[N:28][CH:29]=[CH:30][CH:31]=1)#[N:2], predict the reactants needed to synthesize it. The reactants are: [C:1]([C:3]1[CH:4]=[C:5]2[C:9](=[CH:10][CH:11]=1)[N:8]([S:12]([C:15]1[CH:20]=[CH:19][C:18]([O:21][CH3:22])=[CH:17][C:16]=1[O:23][CH3:24])(=[O:14])=[O:13])[C:7](=[O:25])[C:6]2([NH:35][C:36](=O)[O:37]C1C=CC=CC=1)[C:26]1[C:27]([O:32][CH2:33][CH3:34])=[N:28][CH:29]=[CH:30][CH:31]=1)#[N:2].[NH:45]1[CH2:50][CH2:49][CH:48]([N:51]2[CH2:56][CH2:55][N:54]([C:57]([O:59][C:60]([CH3:63])([CH3:62])[CH3:61])=[O:58])[CH2:53][CH2:52]2)[CH2:47][CH2:46]1.C(Cl)Cl.CO.C(O)(C(F)(F)F)=O. (6) Given the product [C:1]([O:5][C:6]([NH:8][CH2:9][C@@H:10]1[O:15][C:14]2[N:16]=[CH:17][C:18]([C:20]([OH:22])=[O:21])=[CH:19][C:13]=2[NH:12][C:11]1=[O:24])=[O:7])([CH3:4])([CH3:2])[CH3:3], predict the reactants needed to synthesize it. The reactants are: [C:1]([O:5][C:6]([NH:8][CH2:9][C@@H:10]1[O:15][C:14]2[N:16]=[CH:17][C:18]([C:20]([O:22]C)=[O:21])=[CH:19][C:13]=2[NH:12][C:11]1=[O:24])=[O:7])([CH3:4])([CH3:3])[CH3:2].[OH-].[Na+].Cl. (7) The reactants are: [CH3:1][O:2][C:3]1[CH:8]=[CH:7][C:6]([C:9]2[O:13][C:12]([C:14]([N:16]3[CH2:19][CH:18]([O:20][C:21]4[CH:28]=[CH:27][C:24]([CH:25]=O)=[C:23]([CH3:29])[CH:22]=4)[CH2:17]3)=[O:15])=[N:11][N:10]=2)=[CH:5][CH:4]=1.Cl.[CH3:31][C:32]1([CH2:38][OH:39])[CH2:37][CH2:36][NH:35][CH2:34][CH2:33]1.C(N(CC)CC)C.C(O[BH-](OC(=O)C)OC(=O)C)(=O)C.[Na+]. Given the product [OH:39][CH2:38][C:32]1([CH3:31])[CH2:37][CH2:36][N:35]([CH2:25][C:24]2[CH:27]=[CH:28][C:21]([O:20][CH:18]3[CH2:19][N:16]([C:14]([C:12]4[O:13][C:9]([C:6]5[CH:7]=[CH:8][C:3]([O:2][CH3:1])=[CH:4][CH:5]=5)=[N:10][N:11]=4)=[O:15])[CH2:17]3)=[CH:22][C:23]=2[CH3:29])[CH2:34][CH2:33]1, predict the reactants needed to synthesize it. (8) The reactants are: [O:1]1[C:5]2([CH2:10][CH2:9][C:8](=O)[CH2:7][CH2:6]2)[O:4][CH2:3][CH2:2]1.CC(O)=O.CN.Cl.[BH3-][C:20]#[N:21].[Na+]. Given the product [CH3:20][NH:21][CH:8]1[CH2:9][CH2:10][C:5]2([O:4][CH2:3][CH2:2][O:1]2)[CH2:6][CH2:7]1, predict the reactants needed to synthesize it.